This data is from Full USPTO retrosynthesis dataset with 1.9M reactions from patents (1976-2016). The task is: Predict the reactants needed to synthesize the given product. (1) The reactants are: [CH3:1][C:2]1[CH:11]=[CH:10][C:5]([C:6](OC)=[O:7])=[CH:4][N:3]=1.[H-].C([Al+]CC(C)C)C(C)C.C(Cl)Cl.[C@H](O)(C([O-])=O)[C@@H](O)C([O-])=O.[Na+].[K+]. Given the product [CH3:1][C:2]1[N:3]=[CH:4][C:5]([CH2:6][OH:7])=[CH:10][CH:11]=1, predict the reactants needed to synthesize it. (2) Given the product [NH2:11][C:10]1[CH:9]=[CH:8][C:5]([C:6]#[N:7])=[CH:4][C:3]=1[N:2]([CH3:14])[CH3:1], predict the reactants needed to synthesize it. The reactants are: [CH3:1][N:2]([CH3:14])[C:3]1[CH:4]=[C:5]([CH:8]=[CH:9][C:10]=1[N+:11]([O-])=O)[C:6]#[N:7].[H][H]. (3) Given the product [NH2:2][CH2:1][CH2:3][CH:4]1[CH2:7][N:6]([CH:8]([C:15]2[CH:20]=[CH:19][CH:18]=[CH:17][CH:16]=2)[C:9]2[CH:10]=[CH:11][CH:12]=[CH:13][CH:14]=2)[CH2:5]1, predict the reactants needed to synthesize it. The reactants are: [C:1]([CH2:3][CH:4]1[CH2:7][N:6]([CH:8]([C:15]2[CH:20]=[CH:19][CH:18]=[CH:17][CH:16]=2)[C:9]2[CH:14]=[CH:13][CH:12]=[CH:11][CH:10]=2)[CH2:5]1)#[N:2].[H-].[H-].[H-].[H-].[Li+].[Al+3].[H-].[NH4+].[Cl-].